From a dataset of Forward reaction prediction with 1.9M reactions from USPTO patents (1976-2016). Predict the product of the given reaction. Given the reactants Cl.Cl.[NH2:3][CH:4]([C:16]1[CH:21]=[CH:20][C:19]([O:22][CH3:23])=[CH:18][CH:17]=1)[C:5]([O:7][C@@H:8]1[CH:13]2[CH2:14][CH2:15][N:10]([CH2:11][CH2:12]2)[CH2:9]1)=[O:6].C(N(CC)CC)C.[C:31](Cl)(=[O:38])[C:32]1[CH:37]=[CH:36][CH:35]=[CH:34][CH:33]=1, predict the reaction product. The product is: [C:31]([NH:3][CH:4]([C:16]1[CH:17]=[CH:18][C:19]([O:22][CH3:23])=[CH:20][CH:21]=1)[C:5]([O:7][C@@H:8]1[CH:13]2[CH2:12][CH2:11][N:10]([CH2:15][CH2:14]2)[CH2:9]1)=[O:6])(=[O:38])[C:32]1[CH:37]=[CH:36][CH:35]=[CH:34][CH:33]=1.